This data is from Peptide-MHC class II binding affinity with 134,281 pairs from IEDB. The task is: Regression. Given a peptide amino acid sequence and an MHC pseudo amino acid sequence, predict their binding affinity value. This is MHC class II binding data. (1) The peptide sequence is KYSYYPEDPVKLASI. The MHC is HLA-DQA10501-DQB10302 with pseudo-sequence HLA-DQA10501-DQB10302. The binding affinity (normalized) is 0.192. (2) The peptide sequence is YLPVFLAQPPSGQRR. The MHC is HLA-DPA10301-DPB10402 with pseudo-sequence HLA-DPA10301-DPB10402. The binding affinity (normalized) is 0.377. (3) The peptide sequence is GELQIVDKIDTAFKI. The binding affinity (normalized) is 0.300. The MHC is DRB1_0701 with pseudo-sequence DRB1_0701. (4) The peptide sequence is AAATAGTTPYGAFAA. The MHC is HLA-DQA10102-DQB10602 with pseudo-sequence HLA-DQA10102-DQB10602. The binding affinity (normalized) is 0.569. (5) The peptide sequence is DASFKESFAIHLDYT. The MHC is DRB1_0701 with pseudo-sequence DRB1_0701. The binding affinity (normalized) is 0.900. (6) The peptide sequence is AVNGKKSAHGSPTFW. The MHC is DRB3_0202 with pseudo-sequence DRB3_0202. The binding affinity (normalized) is 0. (7) The peptide sequence is QELLDIANYLMEQIQ. The MHC is DRB1_0401 with pseudo-sequence DRB1_0401. The binding affinity (normalized) is 0.296. (8) The peptide sequence is EGHHLASAAIFGHDG. The MHC is DRB1_0701 with pseudo-sequence DRB1_0701. The binding affinity (normalized) is 0.432. (9) The peptide sequence is AAFTSSSKAATAKAP. The MHC is HLA-DQA10102-DQB10602 with pseudo-sequence HLA-DQA10102-DQB10602. The binding affinity (normalized) is 0.592.